From a dataset of Full USPTO retrosynthesis dataset with 1.9M reactions from patents (1976-2016). Predict the reactants needed to synthesize the given product. (1) Given the product [CH:39]1([C@H:25]2[C:24](=[O:44])[N:23]3[CH2:45][C@@H:20]([CH2:21][C@H:22]3[C:46]([NH:48][C@:49]3([C:54]([NH:55][S:56]([CH:59]4[CH2:60][CH2:61]4)(=[O:58])=[O:57])=[O:62])[CH2:51][C@H:50]3[CH:52]=[CH2:53])=[O:47])[O:19][C:11]3[C:10](=[C:9]([OH:8])[C:18]4[C:13]([N:12]=3)=[CH:14][CH:15]=[CH:16][CH:17]=4)[CH2:35][CH:34]=[CH:33][CH2:32][CH2:31][C@H:30]3[C@@:29]([CH3:37])([CH2:36]3)[O:28][C:27](=[O:38])[NH:26]2)[CH2:43][CH2:42][CH2:41][CH2:40]1, predict the reactants needed to synthesize it. The reactants are: C([O:8][C:9]1[C:18]2[CH:17]=[CH:16][CH:15]=[CH:14][C:13]=2[N:12]=[C:11]2[O:19][C@H:20]3[CH2:45][N:23]([C:24](=[O:44])[C@H:25]([CH:39]4[CH2:43][CH2:42][CH2:41][CH2:40]4)[NH:26][C:27](=[O:38])[O:28][C@:29]4([CH3:37])[CH2:36][C@H:30]4[CH2:31][CH2:32][CH:33]=[CH:34][CH2:35][C:10]=12)[C@H:22]([C:46]([NH:48][C@:49]1([C:54](=[O:62])[NH:55][S:56]([CH:59]2[CH2:61][CH2:60]2)(=[O:58])=[O:57])[CH2:51][C@H:50]1[CH:52]=[CH2:53])=[O:47])[CH2:21]3)C1C=CC=CC=1.C(O)(C(F)(F)F)=O. (2) Given the product [CH:23]1([CH2:24][N:4]2[CH2:5][CH2:6][CH:2]([OH:1])[CH2:3]2)[CH2:21][CH2:22]1, predict the reactants needed to synthesize it. The reactants are: [OH:1][CH:2]1[CH2:6][CH2:5][NH:4][CH2:3]1.[BH-](OC(C)=O)(OC(C)=O)OC(C)=O.[Na+].[CH2:21]1[CH:23]([CH:24](O)C#N)[CH2:22]1. (3) Given the product [F:5][C:6]([F:12])([F:11])[S:7]([O-:10])(=[O:9])=[O:8].[CH3:13][N:14]([CH3:15])[C:16](=[N+:2]([CH3:3])[CH3:1])[N:18]([CH3:20])[CH3:19], predict the reactants needed to synthesize it. The reactants are: [CH3:1][N-:2][CH3:3].[Li+].[F:5][C:6]([F:12])([F:11])[S:7]([O-:10])(=[O:9])=[O:8].[CH3:13][N:14]([C+:16]([N:18]([CH3:20])[CH3:19])Cl)[CH3:15]. (4) Given the product [C:31]([N:12]1[CH:11]=[C:10]2[C:14]([C@@:6]3([C:15]4[CH:20]=[CH:19][CH:18]=[CH:17][CH:16]=4)[CH:5]=[C:4]([C:21]#[N:22])[C:3](=[O:23])[C@@H:2]([CH3:1])[C@@H:7]3[CH2:8][CH2:9]2)=[N:13]1)(=[O:33])[CH3:32], predict the reactants needed to synthesize it. The reactants are: [CH3:1][C@H:2]1[CH:7]2[CH2:8][CH2:9][C:10]3[C:14]([C@@:6]2([C:15]2[CH:20]=[CH:19][CH:18]=[CH:17][CH:16]=2)[CH:5]=[C:4]([C:21]#[N:22])[C:3]1=[O:23])=[N:13][NH:12][CH:11]=3.C(N(CC)CC)C.[C:31](Cl)(=[O:33])[CH3:32]. (5) Given the product [CH:1]([N:4]([P:8]([N:4]([CH:5]([CH3:7])[CH3:6])[CH:1]([CH3:3])[CH3:2])[Cl:11])[CH:5]([CH3:7])[CH3:6])([CH3:3])[CH3:2], predict the reactants needed to synthesize it. The reactants are: [CH:1]([NH:4][CH:5]([CH3:7])[CH3:6])([CH3:3])[CH3:2].[P:8]([Cl:11])(Cl)Cl. (6) Given the product [CH2:1]([O:3][C:4](=[O:21])[C:5]([C:6]1[C:7]2[S:20][CH:19]=[CH:18][C:8]=2[N:9]([C:11]([O:13][C:14]([CH3:16])([CH3:17])[CH3:15])=[O:12])[CH:10]=1)=[O:23])[CH3:2], predict the reactants needed to synthesize it. The reactants are: [CH2:1]([O:3][C:4](=[O:21])[CH2:5][C:6]1[C:7]2[S:20][CH:19]=[CH:18][C:8]=2[N:9]([C:11]([O:13][C:14]([CH3:17])([CH3:16])[CH3:15])=[O:12])[CH:10]=1)[CH3:2].[Se](=O)=[O:23].